Dataset: Reaction yield outcomes from USPTO patents with 853,638 reactions. Task: Predict the reaction yield, written as a fraction of the theoretical maximum amount of product (1.0 means a 100% yield; for example, 0.34 means a 34% yield). (1) The reactants are C[O:2][C:3](=[O:32])[CH2:4][C:5]1[CH:10]=[CH:9][C:8]([Cl:11])=[C:7]([O:12][CH2:13][CH2:14][N:15]2[CH:20]([CH3:21])[CH2:19][N:18]([C:22]3[CH:27]=[CH:26][CH:25]=[CH:24][CH:23]=3)[CH2:17][C:16]2([C:29](=[O:31])[NH2:30])[CH3:28])[CH:6]=1.[OH-].[Na+].Cl. The catalyst is O1CCCC1. The product is [Cl:11][C:8]1[CH:9]=[CH:10][C:5]([CH2:4][C:3]([OH:32])=[O:2])=[CH:6][C:7]=1[O:12][CH2:13][CH2:14][N:15]1[CH:20]([CH3:21])[CH2:19][N:18]([C:22]2[CH:27]=[CH:26][CH:25]=[CH:24][CH:23]=2)[CH2:17][C:16]1([C:29](=[O:31])[NH2:30])[CH3:28]. The yield is 0.370. (2) The reactants are Cl.[CH3:2][C:3]1[CH:4]=[C:5]([O:18][S:19]([C:22]2[CH:27]=[CH:26][CH:25]=[CH:24][C:23]=2[S:28]([N:31]([CH2:38][C:39]([O:41]CC)=[O:40])[CH2:32][C:33]([O:35]CC)=[O:34])(=[O:30])=[O:29])(=[O:21])=[O:20])[CH:6]=[C:7]([CH:17]=1)[O:8][CH2:9][CH2:10][CH2:11][O:12][NH:13][C:14]([NH2:16])=[NH:15].C(C(=CC1C=CC(O)=CC=1)C(O)=O)#N. No catalyst specified. The product is [CH3:2][C:3]1[CH:4]=[C:5]([O:18][S:19]([C:22]2[CH:27]=[CH:26][CH:25]=[CH:24][C:23]=2[S:28]([N:31]([CH2:32][C:33]([OH:35])=[O:34])[CH2:38][C:39]([OH:41])=[O:40])(=[O:30])=[O:29])(=[O:20])=[O:21])[CH:6]=[C:7]([CH:17]=1)[O:8][CH2:9][CH2:10][CH2:11][O:12][NH:13][C:14]([NH2:16])=[NH:15]. The yield is 0.870. (3) The reactants are [Cl:1][C:2]1[CH:7]=[CH:6][C:5]([S:8]([N:11]([C@H:20]([CH2:24][CH:25]([CH3:27])[CH3:26])[C:21]([NH2:23])=[O:22])[CH2:12][C:13]2[CH:18]=[CH:17]C(N)=[CH:15][CH:14]=2)(=[O:10])=[O:9])=[CH:4][CH:3]=1.IC.C(=O)([O-])[O-].[Cs+].[Cs+].CCOC(C)=O.[CH3:42][N:43]([CH:45]=O)[CH3:44]. The catalyst is O. The product is [Cl:1][C:2]1[CH:3]=[CH:4][C:5]([S:8]([N:11]([C@H:20]([CH2:24][CH:25]([CH3:27])[CH3:26])[C:21]([NH2:23])=[O:22])[CH2:12][C:13]2[CH:14]=[CH:15][C:45]([N:43]([CH3:42])[CH3:44])=[CH:17][CH:18]=2)(=[O:9])=[O:10])=[CH:6][CH:7]=1. The yield is 0.160.